Dataset: Peptide-MHC class I binding affinity with 185,985 pairs from IEDB/IMGT. Task: Regression. Given a peptide amino acid sequence and an MHC pseudo amino acid sequence, predict their binding affinity value. This is MHC class I binding data. (1) The peptide sequence is TTENAAYQVL. The MHC is HLA-A68:02 with pseudo-sequence HLA-A68:02. The binding affinity (normalized) is 0.0936. (2) The peptide sequence is FRLMRTNFL. The MHC is HLA-B35:01 with pseudo-sequence HLA-B35:01. The binding affinity (normalized) is 0.0847. (3) The peptide sequence is HPRARSMSS. The MHC is HLA-A30:01 with pseudo-sequence HLA-A30:01. The binding affinity (normalized) is 0.0847. (4) The binding affinity (normalized) is 0.618. The peptide sequence is KLYEELCDL. The MHC is HLA-A02:02 with pseudo-sequence HLA-A02:02. (5) The peptide sequence is IPFLTKFKL. The MHC is HLA-B35:01 with pseudo-sequence HLA-B35:01. The binding affinity (normalized) is 0.158. (6) The peptide sequence is KAMHDKKIDI. The MHC is HLA-A68:02 with pseudo-sequence HLA-A68:02. The binding affinity (normalized) is 0. (7) The peptide sequence is LLTFWNPPT. The binding affinity (normalized) is 0.311. The MHC is HLA-A02:02 with pseudo-sequence HLA-A02:02. (8) The peptide sequence is LFKNLATSIY. The MHC is HLA-A03:01 with pseudo-sequence HLA-A03:01. The binding affinity (normalized) is 0.0167. (9) The peptide sequence is KRYTTGGTSRN. The MHC is Mamu-B08 with pseudo-sequence YSSEYEERAGHTDADTLYLTYHYYTWAEVAYTWY. The binding affinity (normalized) is 0.160. (10) The peptide sequence is VLSIMAFIL. The MHC is HLA-A02:03 with pseudo-sequence HLA-A02:03. The binding affinity (normalized) is 0.647.